From a dataset of Full USPTO retrosynthesis dataset with 1.9M reactions from patents (1976-2016). Predict the reactants needed to synthesize the given product. Given the product [OH:45][CH2:44][CH2:43][O:3][C:4]1([C:12]2[S:13][C:14]([C:17]3[CH:18]=[C:19]([N:24]([C:32]4[N:37]=[C:36]([C:38]([F:40])([F:41])[F:39])[CH:35]=[CH:34][N:33]=4)[C:25](=[O:31])[O:26][C:27]([CH3:30])([CH3:29])[CH3:28])[CH:20]=[C:21]([CH3:23])[CH:22]=3)=[CH:15][N:16]=2)[CH2:10][CH2:9][C:8](=[O:11])[NH:7][CH2:6][CH2:5]1, predict the reactants needed to synthesize it. The reactants are: [H-].[Na+].[OH:3][C:4]1([C:12]2[S:13][C:14]([C:17]3[CH:18]=[C:19]([N:24]([C:32]4[N:37]=[C:36]([C:38]([F:41])([F:40])[F:39])[CH:35]=[CH:34][N:33]=4)[C:25](=[O:31])[O:26][C:27]([CH3:30])([CH3:29])[CH3:28])[CH:20]=[C:21]([CH3:23])[CH:22]=3)=[CH:15][N:16]=2)[CH2:10][CH2:9][C:8](=[O:11])[NH:7][CH2:6][CH2:5]1.Br[CH2:43][CH2:44][O:45][Si](C(C)(C)C)(C)C.